This data is from Forward reaction prediction with 1.9M reactions from USPTO patents (1976-2016). The task is: Predict the product of the given reaction. (1) Given the reactants [CH3:1][C:2]1([C:5]([N:7]2[CH2:12][CH2:11][CH:10]([C:13]([OH:15])=O)[CH2:9][CH2:8]2)=[O:6])[CH2:4][CH2:3]1.F[P-](F)(F)(F)(F)F.N1(OC(N(C)C)=[N+](C)C)C2N=CC=CC=2N=N1.C(N(CC)C(C)C)(C)C.[C:49]([O:53][C:54](=[O:69])[NH:55][CH:56]1[CH:60]([C:61]2[CH:66]=[CH:65][C:64]([Cl:67])=[C:63]([Cl:68])[CH:62]=2)[CH2:59][NH:58][CH2:57]1)([CH3:52])([CH3:51])[CH3:50], predict the reaction product. The product is: [C:49]([O:53][C:54](=[O:69])[NH:55][CH:56]1[CH:60]([C:61]2[CH:66]=[CH:65][C:64]([Cl:67])=[C:63]([Cl:68])[CH:62]=2)[CH2:59][N:58]([C:13]([CH:10]2[CH2:9][CH2:8][N:7]([C:5]([C:2]3([CH3:1])[CH2:3][CH2:4]3)=[O:6])[CH2:12][CH2:11]2)=[O:15])[CH2:57]1)([CH3:52])([CH3:50])[CH3:51]. (2) Given the reactants [Br:1][C:2]1[C:3]([CH2:8][O:9]S(C)(=O)=O)=[N:4][CH:5]=[CH:6][CH:7]=1.[C:14]([C:18]1[CH:23]=[CH:22][C:21]([Cl:24])=[CH:20][C:19]=1O)#[C:15][CH2:16][CH3:17].CC(C)([O-])C.[Na+].S([O-])(=O)(=O)C, predict the reaction product. The product is: [Br:1][C:2]1[C:3]([CH2:8][O:9][C:23]2[CH:22]=[C:21]([Cl:24])[CH:20]=[CH:19][C:18]=2[C:14]#[C:15][CH2:16][CH3:17])=[N:4][CH:5]=[CH:6][CH:7]=1.